From a dataset of Full USPTO retrosynthesis dataset with 1.9M reactions from patents (1976-2016). Predict the reactants needed to synthesize the given product. The reactants are: [C:1]([O:5][C:6]([N:8]1[C:16]2[CH:15]=[C:14](Cl)[N:13]=[CH:12][C:11]=2[CH:10]=[C:9]1[C:18]1[CH:19]=[N:20][N:21]([C:23]([O:25][C:26]([CH3:29])([CH3:28])[CH3:27])=[O:24])[CH:22]=1)=[O:7])([CH3:4])([CH3:3])[CH3:2].P([O-])([O-])([O-])=O.[K+].[K+].[K+].[NH2:38][C:39]1[CH:49]=[CH:48][C:42]([C:43]([N:45]([CH3:47])[CH3:46])=[O:44])=[CH:41][CH:40]=1. Given the product [C:26]([O:25][C:23]([N:21]1[CH:22]=[C:18]([C:9]2[N:8]([C:6]([O:5][C:1]([CH3:4])([CH3:3])[CH3:2])=[O:7])[C:16]3[CH:15]=[C:14]([NH:38][C:39]4[CH:40]=[CH:41][C:42]([C:43](=[O:44])[N:45]([CH3:46])[CH3:47])=[CH:48][CH:49]=4)[N:13]=[CH:12][C:11]=3[CH:10]=2)[CH:19]=[N:20]1)=[O:24])([CH3:29])([CH3:28])[CH3:27], predict the reactants needed to synthesize it.